This data is from Full USPTO retrosynthesis dataset with 1.9M reactions from patents (1976-2016). The task is: Predict the reactants needed to synthesize the given product. (1) Given the product [Br:64][C:65]1[CH:74]=[CH:73][CH:72]=[C:71]2[C:66]=1[CH2:67][CH2:68][CH2:69][N:70]2[C:75]([C:77]1([CH2:80][O:81][C:95]2[CH:96]=[CH:97][CH:98]=[C:93]([Cl:92])[C:94]=2[CH3:100])[CH2:78][CH2:79]1)=[O:76], predict the reactants needed to synthesize it. The reactants are: ClC1C=C(Cl)C(Cl)=CC=1OCCCC(N1C2C(=C(C3C=NN(CC(OCC)=O)C=3)C=CC=2)CCC1)=O.OCCCC(N1C2C(=C(C3C=NN(CC(OCC)=O)C=3)C=CC=2)CCC1)=O.[Br:64][C:65]1[CH:74]=[CH:73][CH:72]=[C:71]2[C:66]=1[CH2:67][CH2:68][CH2:69][N:70]2[C:75]([C:77]1([CH2:80][OH:81])[CH2:79][CH2:78]1)=[O:76].ClC1C=C(Cl)C(Cl)=CC=1O.[Cl:92][C:93]1[C:94]([CH3:100])=[C:95](O)[CH:96]=[CH:97][CH:98]=1. (2) Given the product [CH:1]([O:4][C:5]1[CH:25]=[CH:24][C:8]([O:9][C:10]2[S:11][C:12]([C:15]3[CH:20]=[CH:19][C:18]([CH:21]([NH:23][C:33](=[O:35])[CH3:34])[CH3:22])=[CH:17][CH:16]=3)=[CH:13][N:14]=2)=[CH:7][CH:6]=1)([CH3:2])[CH3:3], predict the reactants needed to synthesize it. The reactants are: [CH:1]([O:4][C:5]1[CH:25]=[CH:24][C:8]([O:9][C:10]2[S:11][C:12]([C:15]3[CH:20]=[CH:19][C:18]([CH:21]([NH2:23])[CH3:22])=[CH:17][CH:16]=3)=[CH:13][N:14]=2)=[CH:7][CH:6]=1)([CH3:3])[CH3:2].C(N(CC)CC)C.[C:33](OC(=O)C)(=[O:35])[CH3:34]. (3) Given the product [Cl:14][CH2:15][B:1]1[O:6][C:7]([CH3:8])([CH3:9])[C:11]([CH3:12])([CH3:13])[O:10]1, predict the reactants needed to synthesize it. The reactants are: [B:1]([O:10][CH:11]([CH3:13])[CH3:12])([O:6][CH:7]([CH3:9])[CH3:8])OC(C)C.[Cl:14][CH2:15]I.C([Li])CCC.Cl.C(OCC)(=O)C.OC(C(O)(C)C)(C)C. (4) Given the product [C:1]([O:5][C:6]([N:8]1[CH2:11][CH:10]([N:12]([C:13]2[CH:14]=[C:15]3[C:24](=[CH:25][C:26]=2[CH3:27])[O:23][CH2:22][C:21]2[N:16]3[CH:17]([CH3:29])[C:18](=[O:28])[NH:19][N:20]=2)[CH3:32])[CH2:9]1)=[O:7])([CH3:4])([CH3:3])[CH3:2], predict the reactants needed to synthesize it. The reactants are: [C:1]([O:5][C:6]([N:8]1[CH2:11][CH:10]([NH:12][C:13]2[CH:14]=[C:15]3[C:24](=[CH:25][C:26]=2[CH3:27])[O:23][CH2:22][C:21]2[N:16]3[CH:17]([CH3:29])[C:18](=[O:28])[NH:19][N:20]=2)[CH2:9]1)=[O:7])([CH3:4])([CH3:3])[CH3:2].C=O.[C:32]([BH3-])#N.[Na+]. (5) Given the product [OH:14][CH2:13][C:11]1[CH:10]=[CH:9][C:5]2[NH:6][C:7](=[O:8])[C:2]([CH3:17])([CH3:1])[O:3][C:4]=2[CH:12]=1, predict the reactants needed to synthesize it. The reactants are: [CH3:1][C:2]1([CH3:17])[C:7](=[O:8])[NH:6][C:5]2[CH:9]=[CH:10][C:11]([C:13](OC)=[O:14])=[CH:12][C:4]=2[O:3]1.[H-].C([Al+]CC(C)C)C(C)C.Cl. (6) Given the product [C:71]1([C:68]2[CH:69]=[CH:70][C:65]3=[N:64][N:63]([C:41]4[CH:42]=[C:43]([C:55]([CH2:58][C:59]([CH3:62])([CH3:61])[CH3:60])([CH3:57])[CH3:56])[CH:44]=[C:45]([C:46]([C:49]5[CH:54]=[CH:53][CH:52]=[CH:51][CH:50]=5)([CH3:48])[CH3:47])[C:40]=4[OH:39])[N:77]=[C:66]3[CH:67]=2)[CH:76]=[CH:75][CH:74]=[CH:73][CH:72]=1, predict the reactants needed to synthesize it. The reactants are: C1(C2C=CC3=NN(C4C=C(C(CC(C)(C)C)(C)C)C=C(C5C=CC=CC=5)C=4O)N=C3C=2)C=CC=CC=1.[OH-].[Na+].[OH:39][C:40]1[C:45]([C:46]([C:49]2[CH:54]=[CH:53][CH:52]=[CH:51][CH:50]=2)([CH3:48])[CH3:47])=[CH:44][C:43]([C:55]([CH2:58][C:59]([CH3:62])([CH3:61])[CH3:60])([CH3:57])[CH3:56])=[CH:42][C:41]=1[N:63]=[N:64][C:65]1[CH:70]=[CH:69][C:68]([C:71]2[CH:76]=[CH:75][CH:74]=[CH:73][CH:72]=2)=[CH:67][C:66]=1[N+:77]([O-])=O. (7) Given the product [OH:8][C:9]1[CH:10]=[C:11]2[C:15](=[CH:16][CH:17]=1)[N:14]([CH3:18])[C:13]([C:19]([N:21]1[CH2:22][CH2:23][N:24]([C:27]([O:29][C:30]([CH3:33])([CH3:32])[CH3:31])=[O:28])[CH2:25][CH2:26]1)=[O:20])=[CH:12]2, predict the reactants needed to synthesize it. The reactants are: C([O:8][C:9]1[CH:10]=[C:11]2[C:15](=[CH:16][CH:17]=1)[N:14]([CH3:18])[C:13]([C:19]([N:21]1[CH2:26][CH2:25][N:24]([C:27]([O:29][C:30]([CH3:33])([CH3:32])[CH3:31])=[O:28])[CH2:23][CH2:22]1)=[O:20])=[CH:12]2)C1C=CC=CC=1.C(O)C. (8) Given the product [NH2:8][C@H:9]1[CH2:14][CH2:13][N:12]([C:15]([O:17][C:18]([CH3:19])([CH3:20])[CH3:21])=[O:16])[CH2:11][C@H:10]1[O:22][CH:23]([CH3:25])[CH3:24], predict the reactants needed to synthesize it. The reactants are: C([NH:8][C@H:9]1[CH2:14][CH2:13][N:12]([C:15]([O:17][C:18]([CH3:21])([CH3:20])[CH3:19])=[O:16])[CH2:11][C@H:10]1[O:22][CH:23]([CH3:25])[CH3:24])C1C=CC=CC=1. (9) Given the product [CH3:1][O:2][C:3]1[C:8]2[N:9]=[C:10]([NH:12][C:26]([C:24]3[S:25][C:21]([CH3:20])=[CH:22][CH:23]=3)=[O:27])[S:11][C:7]=2[C:6]([CH2:13][N:14]2[CH2:19][CH2:18][O:17][CH2:16][CH2:15]2)=[CH:5][CH:4]=1, predict the reactants needed to synthesize it. The reactants are: [CH3:1][O:2][C:3]1[C:8]2[N:9]=[C:10]([NH2:12])[S:11][C:7]=2[C:6]([CH2:13][N:14]2[CH2:19][CH2:18][O:17][CH2:16][CH2:15]2)=[CH:5][CH:4]=1.[CH3:20][C:21]1[S:25][C:24]([C:26](Cl)=[O:27])=[CH:23][CH:22]=1.